From a dataset of Forward reaction prediction with 1.9M reactions from USPTO patents (1976-2016). Predict the product of the given reaction. (1) Given the reactants [Br:1][C:2]1[CH:3]=[C:4]2[C:8](=[CH:9][CH:10]=1)[NH:7][CH:6]=[C:5]2[C:11]#[N:12].C(O)(C(F)(F)F)=[O:14], predict the reaction product. The product is: [Br:1][C:2]1[CH:3]=[C:4]2[C:8](=[CH:9][CH:10]=1)[NH:7][CH:6]=[C:5]2[C:11]([NH2:12])=[O:14]. (2) Given the reactants C(OC([N:8]1[C:12]2[N:13]=[CH:14][N:15]=[C:16]([N:17]3[CH2:24][C:21]4([CH2:23][CH2:22]4)[N:20]([S:25](=[O:46])(=[O:45])[N:26]([CH2:36][CH2:37][O:38]C4CCCCO4)[CH2:27][CH2:28][O:29]C4CCCCO4)[CH2:19][CH2:18]3)[C:11]=2[CH:10]=[CH:9]1)=O)(C)(C)C.C(O)(C(F)(F)F)=O.O.C([O-])(O)=O.[Na+], predict the reaction product. The product is: [OH:29][CH2:28][CH2:27][N:26]([CH2:36][CH2:37][OH:38])[S:25]([N:20]1[CH2:19][CH2:18][N:17]([C:16]2[C:11]3[CH:10]=[CH:9][NH:8][C:12]=3[N:13]=[CH:14][N:15]=2)[CH2:24][C:21]21[CH2:23][CH2:22]2)(=[O:46])=[O:45]. (3) Given the reactants [Br:1][C:2]1[C:3]([N:20]2[CH2:25][CH2:24][N:23](C(NC3C=CC=CC=3)=O)[CH2:22][CH2:21]2)=[C:4]2[N:10]=[C:9]([C:11]3[CH:16]=[CH:15][C:14]([N:17]([CH3:19])[CH3:18])=[CH:13][CH:12]=3)[NH:8][C:5]2=[N:6][CH:7]=1.BrC1C(N2CCN([CH:52]([C:54]3[CH:59]=[CH:58][CH:57]=[CH:56][N:55]=3)[CH3:53])CC2)=C([N+]([O-])=O)C(N)=NC=1.[O-]S(S([O-])=O)=O.[Na+].[Na+].CN(C1C=CC(C=O)=CC=1)C, predict the reaction product. The product is: [Br:1][C:2]1[C:3]([N:20]2[CH2:21][CH2:22][N:23]([CH:52]([C:54]3[CH:59]=[CH:58][CH:57]=[CH:56][N:55]=3)[CH3:53])[CH2:24][CH2:25]2)=[C:4]2[N:10]=[C:9]([C:11]3[CH:12]=[CH:13][C:14]([N:17]([CH3:18])[CH3:19])=[CH:15][CH:16]=3)[NH:8][C:5]2=[N:6][CH:7]=1. (4) Given the reactants [CH3:1][C:2]1(C)OCC(CO[C:10]2[C:15](C)=[CH:14]N=[C:12]([CH2:17]S(C3NC4C=CC=CC=4N=3)=O)[C:11]=2C)C[O:3]1, predict the reaction product. The product is: [CH3:14][CH2:15][CH2:10][CH2:11][CH2:12][CH3:17].[CH2:2]([OH:3])[CH3:1]. (5) Given the reactants [F:1][C:2]1[CH:11]=[CH:10][C:5]([C:6]([O:8][CH3:9])=[O:7])=[C:4]([OH:12])[CH:3]=1.C(P(CCCC)CCCC)CCC.N(C(N1CCCCC1)=O)=NC(N1CCCCC1)=[O:29].O.[O:45]1[CH2:49][CH2:48][CH2:47][CH2:46]1, predict the reaction product. The product is: [C:46]([O:45][CH2:49][CH2:48][O:12][C:4]1[CH:3]=[C:2]([F:1])[CH:11]=[CH:10][C:5]=1[C:6]([O:8][CH3:9])=[O:7])(=[O:29])[CH3:47]. (6) Given the reactants [Si]([O:8][CH2:9][CH2:10][C:11]1[CH:22]=[CH:21][C:14]([C:15]([O:17][CH:18]([CH3:20])[CH3:19])=[O:16])=[CH:13][CH:12]=1)(C(C)(C)C)(C)C.Cl, predict the reaction product. The product is: [OH:8][CH2:9][CH2:10][C:11]1[CH:22]=[CH:21][C:14]([C:15]([O:17][CH:18]([CH3:20])[CH3:19])=[O:16])=[CH:13][CH:12]=1.